From a dataset of Reaction yield outcomes from USPTO patents with 853,638 reactions. Predict the reaction yield, written as a fraction of the theoretical maximum amount of product (1.0 means a 100% yield; for example, 0.34 means a 34% yield). (1) The reactants are Cl[C:2]1[CH:3]=[CH:4][C:5]2[O:14][CH2:13][CH2:12][C:11]3[CH:10]=[C:9]([C:15]4[N:16]([C:20]5[CH:25]=[CH:24][C:23]([F:26])=[CH:22][C:21]=5[F:27])[N:17]=[CH:18][N:19]=4)[S:8][C:7]=3[C:6]=2[N:28]=1.[CH3:29][O:30][C:31]1[CH:36]=[CH:35][C:34](B2OC(C)(C)C(C)(C)O2)=[CH:33][N:32]=1.C([O-])([O-])=O.[Cs+].[Cs+]. The catalyst is C1C=CC(P(C2C=CC=CC=2)[C-]2C=CC=C2)=CC=1.C1C=CC(P(C2C=CC=CC=2)[C-]2C=CC=C2)=CC=1.Cl[Pd]Cl.[Fe+2].CC#N.O. The product is [F:27][C:21]1[CH:22]=[C:23]([F:26])[CH:24]=[CH:25][C:20]=1[N:16]1[C:15]([C:9]2[S:8][C:7]3[C:6]4[N:28]=[C:2]([C:34]5[CH:33]=[N:32][C:31]([O:30][CH3:29])=[CH:36][CH:35]=5)[CH:3]=[CH:4][C:5]=4[O:14][CH2:13][CH2:12][C:11]=3[CH:10]=2)=[N:19][CH:18]=[N:17]1. The yield is 0.170. (2) The reactants are [CH3:1]CN(CC)CC.[CH2:8]([O:15][N:16]1[C:22](=[O:23])[N:21]2[CH2:24][C@H:17]1[CH2:18][CH2:19][C@H:20]2[C:25]1[O:26][C:27]([N:30]2[CH2:35][CH2:34][NH:33][CH2:32][CH2:31]2)=[N:28][N:29]=1)[C:9]1[CH:14]=[CH:13][CH:12]=[CH:11][CH:10]=1.CI. The catalyst is CN(C=O)C. The product is [CH2:8]([O:15][N:16]1[C:22](=[O:23])[N:21]2[CH2:24][C@H:17]1[CH2:18][CH2:19][C@H:20]2[C:25]1[O:26][C:27]([N:30]2[CH2:35][CH2:34][N:33]([CH3:1])[CH2:32][CH2:31]2)=[N:28][N:29]=1)[C:9]1[CH:10]=[CH:11][CH:12]=[CH:13][CH:14]=1. The yield is 0.340. (3) The reactants are [CH3:1][S:2][C:3](=[C:6]([C:9]#[N:10])[C:7]#[N:8])[S:4][CH3:5].C([CH:13](S)[C:14]([O-])=[O:15])C.[CH3:18][OH:19]. No catalyst specified. The product is [NH2:8][C:7]1[C:6]([C:9]#[N:10])=[C:3]([S:4][CH3:5])[S:2][C:1]=1[C:18]([O:15][CH2:14][CH3:13])=[O:19]. The yield is 0.990. (4) The reactants are [Cl:1][C:2]1[CH:3]=[C:4]([NH:16][C:17]2[N:22]=[CH:21][N:20]=[C:19]([NH:23]NC3C=CC=CC=3)[CH:18]=2)[CH:5]=[CH:6][C:7]=1[O:8][CH2:9][C:10]1[CH:15]=[CH:14][CH:13]=[CH:12][N:11]=1.Cl.[CH3:32][N:33]([CH3:40])[CH2:34]/[CH:35]=[CH:36]/[C:37](Cl)=[O:38].C(=O)(O)[O-].[Na+]. The catalyst is CN1CCCC1=O.C(#N)C. The product is [Cl:1][C:2]1[CH:3]=[C:4]([NH:16][C:17]2[N:22]=[CH:21][N:20]=[C:19]([NH:23][C:2]3[CH:3]=[C:4]([NH:16][C:37](=[O:38])/[CH:36]=[CH:35]/[CH2:34][N:33]([CH3:40])[CH3:32])[CH:5]=[CH:6][CH:7]=3)[CH:18]=2)[CH:5]=[CH:6][C:7]=1[O:8][CH2:9][C:10]1[CH:15]=[CH:14][CH:13]=[CH:12][N:11]=1. The yield is 0.0640. (5) The reactants are [NH2:1][C:2]1[NH:3][C:4](=[O:13])[C:5]2[N:11]=[C:10]([Cl:12])[CH:9]=[CH:8][C:6]=2[N:7]=1.[C:14](OC(=O)C)(=[O:16])[CH3:15]. No catalyst specified. The product is [C:14]([NH:1][C:2]1[NH:3][C:4](=[O:13])[C:5]2[N:11]=[C:10]([Cl:12])[CH:9]=[CH:8][C:6]=2[N:7]=1)(=[O:16])[CH3:15]. The yield is 0.800. (6) The reactants are Br[C:2]1[C:8]([F:9])=[CH:7][C:6]([N+:10]([O-:12])=[O:11])=[CH:5][C:3]=1[NH2:4].B1([CH:24]2[CH2:26][CH2:25]2)OC(=O)CN(C)CC(=O)O1.P(C1CCCCC1)(C1CCCCC1)C1CCCCC1.C([O-])([O-])=O.[Cs+].[Cs+]. The catalyst is C1(C)C=CC=CC=1.O.CC([O-])=O.CC([O-])=O.[Pd+2]. The product is [CH:24]1([C:2]2[C:8]([F:9])=[CH:7][C:6]([N+:10]([O-:12])=[O:11])=[CH:5][C:3]=2[NH2:4])[CH2:26][CH2:25]1. The yield is 0.900. (7) The reactants are [C:1]([C:3]1([C:8]([O:10][CH3:11])=[O:9])[CH2:7][CH2:6][CH2:5][CH2:4]1)#[N:2].[BH4-].[Na+].[C:14]([O:18][C:19](O[C:19]([O:18][C:14]([CH3:17])([CH3:16])[CH3:15])=[O:20])=[O:20])([CH3:17])([CH3:16])[CH3:15]. The catalyst is CO.C(Cl)Cl.O.[Co](Cl)Cl. The product is [C:14]([O:18][C:19]([NH:2][CH2:1][C:3]1([C:8]([O:10][CH3:11])=[O:9])[CH2:7][CH2:6][CH2:5][CH2:4]1)=[O:20])([CH3:17])([CH3:16])[CH3:15]. The yield is 0.710.